This data is from Peptide-MHC class I binding affinity with 185,985 pairs from IEDB/IMGT. The task is: Regression. Given a peptide amino acid sequence and an MHC pseudo amino acid sequence, predict their binding affinity value. This is MHC class I binding data. (1) The MHC is HLA-B58:01 with pseudo-sequence HLA-B58:01. The binding affinity (normalized) is 0.875. The peptide sequence is HSSVAGGLW. (2) The peptide sequence is RELYYRLKF. The MHC is HLA-A69:01 with pseudo-sequence HLA-A69:01. The binding affinity (normalized) is 0.0847. (3) The peptide sequence is STLNFNNLR. The MHC is HLA-A02:03 with pseudo-sequence HLA-A02:03. The binding affinity (normalized) is 0. (4) The peptide sequence is GINPNMSC. The MHC is H-2-Db with pseudo-sequence H-2-Db. The binding affinity (normalized) is 0. (5) The peptide sequence is SIRCVKYLL. The MHC is HLA-A68:02 with pseudo-sequence HLA-A68:02. The binding affinity (normalized) is 0.492. (6) The peptide sequence is GERSRCYSL. The MHC is HLA-B18:01 with pseudo-sequence HLA-B18:01. The binding affinity (normalized) is 0. (7) The peptide sequence is KEDPGDHIF. The MHC is HLA-B27:05 with pseudo-sequence HLA-B27:05. The binding affinity (normalized) is 0.0847.